From a dataset of Full USPTO retrosynthesis dataset with 1.9M reactions from patents (1976-2016). Predict the reactants needed to synthesize the given product. (1) Given the product [Br:1][C:2]1[CH:3]=[CH:4][C:5]([I:11])=[C:6]([CH:10]=1)[C:7]([NH2:13])=[O:8], predict the reactants needed to synthesize it. The reactants are: [Br:1][C:2]1[CH:3]=[CH:4][C:5]([I:11])=[C:6]([CH:10]=1)[C:7](O)=[O:8].C[N:13](C(ON1N=NC2C=CC=NC1=2)=[N+](C)C)C.F[P-](F)(F)(F)(F)F.[Cl-].[NH4+].[OH-].[NH4+]. (2) Given the product [NH2:1][C:2]1[C:33]([C:34]([F:37])([F:36])[F:35])=[CH:32][C:5]([CH2:6][C@@H:7]([CH2:11][C:12]([N:14]2[CH2:19][CH2:18][CH:17]([N:20]3[CH2:29][C:28]4[C:23](=[CH:24][CH:25]=[C:26]([OH:30])[CH:27]=4)[NH:22][C:21]3=[O:31])[CH2:16][CH2:15]2)=[O:13])[C:8]([N:48]2[CH2:47][CH2:46][N:45]([CH:42]3[CH2:43][CH2:44][O:39][CH2:40][CH2:41]3)[CH2:50][CH2:49]2)=[O:9])=[CH:4][C:3]=1[Cl:38], predict the reactants needed to synthesize it. The reactants are: [NH2:1][C:2]1[C:33]([C:34]([F:37])([F:36])[F:35])=[CH:32][C:5]([CH2:6][C@@H:7]([CH2:11][C:12]([N:14]2[CH2:19][CH2:18][CH:17]([N:20]3[CH2:29][C:28]4[C:23](=[CH:24][CH:25]=[C:26]([OH:30])[CH:27]=4)[NH:22][C:21]3=[O:31])[CH2:16][CH2:15]2)=[O:13])[C:8](O)=[O:9])=[CH:4][C:3]=1[Cl:38].[O:39]1[CH2:44][CH2:43][CH:42]([N:45]2[CH2:50][CH2:49][NH:48][CH2:47][CH2:46]2)[CH2:41][CH2:40]1. (3) Given the product [CH3:23][O:22][C:20]([NH:2][C:3]1[CH:4]=[C:5]2[C:9](=[CH:10][CH:11]=1)[NH:8][CH:7]=[CH:6]2)=[O:21], predict the reactants needed to synthesize it. The reactants are: Cl.[NH2:2][C:3]1[CH:4]=[C:5]2[C:9](=[CH:10][CH:11]=1)[NH:8][CH:7]=[CH:6]2.C(N(CC)CC)C.Cl[C:20]([O:22][CH3:23])=[O:21].OS(O)(=O)=O. (4) Given the product [C:24]([N:20]1[C:19](=[O:28])[CH:18]=[C:17]([C:14]2[CH:15]=[CH:16][C:11]([CH2:10][CH2:9][NH:8][S:49]([C:46]3[CH:45]=[CH:44][C:43]([O:36][C:37]4[CH:42]=[CH:41][CH:40]=[CH:39][CH:38]=4)=[CH:48][CH:47]=3)(=[O:51])=[O:50])=[CH:12][CH:13]=2)[S:21]1(=[O:23])=[O:22])([CH3:25])([CH3:27])[CH3:26], predict the reactants needed to synthesize it. The reactants are: FC(F)(F)C(O)=O.[NH2:8][CH2:9][CH2:10][C:11]1[CH:16]=[CH:15][C:14]([C:17]2[S:21](=[O:23])(=[O:22])[N:20]([C:24]([CH3:27])([CH3:26])[CH3:25])[C:19](=[O:28])[CH:18]=2)=[CH:13][CH:12]=1.C(N(CC)CC)C.[O:36]([C:43]1[CH:48]=[CH:47][C:46]([S:49](Cl)(=[O:51])=[O:50])=[CH:45][CH:44]=1)[C:37]1[CH:42]=[CH:41][CH:40]=[CH:39][CH:38]=1. (5) Given the product [ClH:17].[O:1]1[CH:5]=[N:4][C:3]([C:6]2([NH2:10])[CH2:9][CH2:8][CH2:7]2)=[N:2]1, predict the reactants needed to synthesize it. The reactants are: [O:1]1[CH:5]=[N:4][C:3]([C:6]2([NH:10]S(C(C)(C)C)=O)[CH2:9][CH2:8][CH2:7]2)=[N:2]1.[ClH:17]. (6) Given the product [F:54][C:55]([F:59])([F:58])[CH2:56][NH:57][C:6]([CH:4]1[CH2:5][C:2]([OH:1])([C:9]2[CH:14]=[CH:13][C:12]([C:15]3[CH2:19][C:18]([C:24]4[CH:25]=[C:26]([Cl:32])[C:27]([Cl:31])=[C:28]([Cl:30])[CH:29]=4)([C:20]([F:21])([F:22])[F:23])[O:17][N:16]=3)=[CH:11][CH:10]=2)[CH2:3]1)=[O:7], predict the reactants needed to synthesize it. The reactants are: [OH:1][C:2]1([C:9]2[CH:14]=[CH:13][C:12]([C:15]3[CH2:19][C:18]([C:24]4[CH:29]=[C:28]([Cl:30])[C:27]([Cl:31])=[C:26]([Cl:32])[CH:25]=4)([C:20]([F:23])([F:22])[F:21])[O:17][N:16]=3)=[CH:11][CH:10]=2)[CH2:5][CH:4]([C:6](O)=[O:7])[CH2:3]1.C1C=CC2N(O)N=NC=2C=1.CCN(C(C)C)C(C)C.Cl.Cl.[F:54][C:55]([F:59])([F:58])[CH2:56][NH2:57]. (7) Given the product [F:1][C:2]1[CH:3]=[CH:4][C:5]([C:6]([NH:8][C@@H:9]([CH2:10][CH2:11][CH2:12][C:13]([NH:71][C@@H:69]2[CH2:70][C@H:68]2[C:65]2[CH:66]=[CH:67][C:62]([O:61][CH3:60])=[CH:63][CH:64]=2)=[O:15])[C:16]([N:18]2[CH2:23][CH2:22][N:21]([CH3:24])[CH2:20][CH2:19]2)=[O:17])=[O:7])=[CH:25][CH:26]=1, predict the reactants needed to synthesize it. The reactants are: [F:1][C:2]1[CH:26]=[CH:25][C:5]([C:6]([NH:8][C@H:9]([C:16]([N:18]2[CH2:23][CH2:22][N:21]([CH3:24])[CH2:20][CH2:19]2)=[O:17])[CH2:10][CH2:11][CH2:12][C:13]([OH:15])=O)=[O:7])=[CH:4][CH:3]=1.CN(C(ON1N=NC2C=CC=NC1=2)=[N+](C)C)C.F[P-](F)(F)(F)(F)F.CCN(C(C)C)C(C)C.[CH3:60][O:61][C:62]1[CH:67]=[CH:66][C:65]([C@@H:68]2[CH2:70][C@H:69]2[NH2:71])=[CH:64][CH:63]=1.